Dataset: Reaction yield outcomes from USPTO patents with 853,638 reactions. Task: Predict the reaction yield, written as a fraction of the theoretical maximum amount of product (1.0 means a 100% yield; for example, 0.34 means a 34% yield). The reactants are [CH2:1]([N:4]([CH2:25][CH2:26][CH3:27])[C:5]1[N:6]([CH3:24])[C:7](=[O:23])[C:8]2[C:13]([C:14]3[CH:19]=[CH:18][C:17]([OH:20])=[CH:16][C:15]=3[F:21])=[CH:12][N:11]([CH3:22])[C:9]=2[N:10]=1)[CH2:2][CH3:3].[H-].[Na+].I[CH3:31]. The catalyst is CN(C)C=O. The product is [CH2:25]([N:4]([CH2:1][CH2:2][CH3:3])[C:5]1[N:6]([CH3:24])[C:7](=[O:23])[C:8]2[C:13]([C:14]3[CH:19]=[CH:18][C:17]([O:20][CH3:31])=[CH:16][C:15]=3[F:21])=[CH:12][N:11]([CH3:22])[C:9]=2[N:10]=1)[CH2:26][CH3:27]. The yield is 0.740.